From a dataset of Full USPTO retrosynthesis dataset with 1.9M reactions from patents (1976-2016). Predict the reactants needed to synthesize the given product. (1) Given the product [CH:24]([C:3]1[C:4]2[C:9]([C:10]([O:12][CH3:13])=[O:11])=[CH:8][CH:7]=[N:6][C:5]=2[NH:1][CH:2]=1)=[O:26], predict the reactants needed to synthesize it. The reactants are: [NH:1]1[C:5]2[N:6]=[CH:7][CH:8]=[C:9]([C:10]([O:12][CH3:13])=[O:11])[C:4]=2[CH:3]=[CH:2]1.C1N2CN3CN(C2)CN1C3.[C:24](O)(=[O:26])C. (2) Given the product [C:9]1([C:12]2[CH:17]=[CH:16][CH:15]=[CH:14][CH:13]=2)[CH:8]=[CH:7][C:6]([CH2:5][C@H:4]([NH:18][C:19]([C:21]2[CH:26]=[CH:25][C:24]([C:27]3[CH:32]=[CH:31][C:30]([C:33]([F:34])([F:35])[F:36])=[CH:29][CH:28]=3)=[CH:23][CH:22]=2)=[O:20])[C:3]([OH:37])=[O:2])=[CH:11][CH:10]=1, predict the reactants needed to synthesize it. The reactants are: C[O:2][C:3](=[O:37])[C@@H:4]([NH:18][C:19]([C:21]1[CH:26]=[CH:25][C:24]([C:27]2[CH:32]=[CH:31][C:30]([C:33]([F:36])([F:35])[F:34])=[CH:29][CH:28]=2)=[CH:23][CH:22]=1)=[O:20])[CH2:5][C:6]1[CH:11]=[CH:10][C:9]([C:12]2[CH:17]=[CH:16][CH:15]=[CH:14][CH:13]=2)=[CH:8][CH:7]=1.[OH-].[Li+].Cl.